This data is from Peptide-MHC class I binding affinity with 185,985 pairs from IEDB/IMGT. The task is: Regression. Given a peptide amino acid sequence and an MHC pseudo amino acid sequence, predict their binding affinity value. This is MHC class I binding data. (1) The peptide sequence is VGVNTQETI. The MHC is HLA-A24:02 with pseudo-sequence HLA-A24:02. The binding affinity (normalized) is 0.175. (2) The peptide sequence is APIEHIASM. The MHC is HLA-A69:01 with pseudo-sequence HLA-A69:01. The binding affinity (normalized) is 0.517.